Dataset: Forward reaction prediction with 1.9M reactions from USPTO patents (1976-2016). Task: Predict the product of the given reaction. (1) The product is: [OH:8][C:9]1[CH:36]=[CH:35][C:34]([CH:37]2[CH2:41][CH2:40][O:39][CH2:38]2)=[CH:33][C:10]=1[C:11]([NH:13][C:14]1[CH:26]=[C:25]([C:27]2[CH:32]=[CH:31][CH:30]=[CH:29][CH:28]=2)[CH:24]=[CH:23][C:15]=1[C:16]([O:18][C:19]([CH3:22])([CH3:21])[CH3:20])=[O:17])=[O:12]. Given the reactants C([O:8][C:9]1[CH:36]=[CH:35][C:34]([C:37]2[CH:41]=[CH:40][O:39][CH:38]=2)=[CH:33][C:10]=1[C:11]([NH:13][C:14]1[CH:26]=[C:25]([C:27]2[CH:32]=[CH:31][CH:30]=[CH:29][CH:28]=2)[CH:24]=[CH:23][C:15]=1[C:16]([O:18][C:19]([CH3:22])([CH3:21])[CH3:20])=[O:17])=[O:12])C1C=CC=CC=1, predict the reaction product. (2) Given the reactants [NH2:1][C@H:2]([C:11]([OH:13])=[O:12])[CH2:3][C:4]1[CH:9]=[CH:8][C:7]([OH:10])=[CH:6][CH:5]=1.O=S(Cl)Cl.[CH3:18]O, predict the reaction product. The product is: [CH3:18][O:12][C:11](=[O:13])[C@H:2]([CH2:3][C:4]1[CH:5]=[CH:6][C:7]([OH:10])=[CH:8][CH:9]=1)[NH2:1]. (3) Given the reactants [Cl:1][C:2]1[N:3]=[C:4](Cl)[C:5]2[S:10][CH:9]=[C:8]([CH3:11])[C:6]=2[N:7]=1.C(N(CC)CC)C.Cl.[CH2:21]([NH2:30])/[CH:22]=[CH:23]/[C:24]1[CH:29]=[CH:28][CH:27]=[CH:26][CH:25]=1, predict the reaction product. The product is: [Cl:1][C:2]1[N:3]=[C:4]([NH:30][CH2:21]/[CH:22]=[CH:23]/[C:24]2[CH:29]=[CH:28][CH:27]=[CH:26][CH:25]=2)[C:5]2[S:10][CH:9]=[C:8]([CH3:11])[C:6]=2[N:7]=1. (4) Given the reactants [CH2:1]([O:3][C:4](=[O:16])[CH:5]=[CH:6][C:7]1[S:15][C:10]2[NH:11][C:12](=[O:14])[CH2:13][C:9]=2[CH:8]=1)[CH3:2].[NH:17]1[CH:21]=[CH:20][CH:19]=[C:18]1[CH:22]=O, predict the reaction product. The product is: [CH2:1]([O:3][C:4](=[O:16])/[CH:5]=[CH:6]\[C:7]1[S:15][C:10]2[NH:11][C:12](=[O:14])[C:13](=[CH:22][C:18]3[NH:17][CH:21]=[CH:20][CH:19]=3)[C:9]=2[CH:8]=1)[CH3:2].